Dataset: Antibody paratope prediction from SAbDab with 1,023 antibody chains. Task: Token-level Classification. Given an antibody amino acid sequence, predict which amino acid positions are active in antigen binding. Output is a list of indices for active paratope positions. The paratope positions are: [95]. Given the antibody sequence: DIQMTQSPSSLSASVGDRVTITCRASQSISSYLNWYQQKPGKAPKLLIYAVSTLQSGVPSRFSGSGSGTDFTLTISSLQPEDFATYYCQQSGTFPPTTFGQGTKVEIK, which amino acid positions are active in antigen binding (paratope)?